This data is from Forward reaction prediction with 1.9M reactions from USPTO patents (1976-2016). The task is: Predict the product of the given reaction. (1) Given the reactants [Br:1][C:2]1[CH:7]=[C:6]([N+:8]([O-])=O)[C:5]([OH:11])=[C:4]([F:12])[CH:3]=1.C([O-])([O-])=O.[K+].[K+].Br[CH2:20][C:21](OCC)=[O:22].CCOC(C)=O, predict the reaction product. The product is: [Br:1][C:2]1[CH:3]=[C:4]([F:12])[C:5]2[O:11][CH2:20][C:21](=[O:22])[NH:8][C:6]=2[CH:7]=1. (2) Given the reactants [C:1]([C:4]1[CH:9]=[CH:8][C:7]([N:10]2[CH2:15][CH2:14][CH:13]([CH2:16][C:17]([OH:19])=O)[CH2:12][CH2:11]2)=[CH:6][CH:5]=1)(=[O:3])[CH3:2].[CH:20]1([N:25]2[CH2:30][CH2:29][NH:28][CH2:27][CH2:26]2)[CH2:24][CH2:23][CH2:22]C1.F[P-](F)(F)(F)(F)F.N1(O[P+](N(C)C)(N(C)C)N(C)C)C2C=CC=CC=2N=N1, predict the reaction product. The product is: [C:1]([C:4]1[CH:5]=[CH:6][C:7]([N:10]2[CH2:11][CH2:12][CH:13]([CH2:16][C:17]([N:28]3[CH2:27][CH2:26][N:25]([CH:20]4[CH2:22][CH2:23][CH2:24]4)[CH2:30][CH2:29]3)=[O:19])[CH2:14][CH2:15]2)=[CH:8][CH:9]=1)(=[O:3])[CH3:2]. (3) Given the reactants ClC1C=C(NC2[C:18]3[C:13](=[C:14]([N:19]([C:26]4[CH:31]=[CH:30][CH:29]=[CH:28][CH:27]=4)[C:20]4[CH:25]=[CH:24][CH:23]=[CH:22][CH:21]=4)[N:15]=[CH:16][CH:17]=3)[O:12][C:11]=2N)C=CC=1F.BrC1[C:39]([O:40]COC)=CC=CN=1.C1(NC2C=CC=CC=2)C=CC=CC=1, predict the reaction product. The product is: [CH3:39][O:40][CH2:11][O:12][C:13]1[C:14]([N:19]([C:20]2[CH:21]=[CH:22][CH:23]=[CH:24][CH:25]=2)[C:26]2[CH:31]=[CH:30][CH:29]=[CH:28][CH:27]=2)=[N:15][CH:16]=[CH:17][CH:18]=1. (4) Given the reactants C(N(CC)C(C)C)(C)C.[N+:10]([C:13]1[CH:18]=[CH:17][C:16]([C:19]2[N:20]=[C:21]([NH:24][C:25]([CH3:29])([CH3:28])[CH2:26][OH:27])[S:22][CH:23]=2)=[CH:15][CH:14]=1)([O-:12])=[O:11].Cl[C:31](Cl)([O:33]C(=O)OC(Cl)(Cl)Cl)Cl.CCCCCC, predict the reaction product. The product is: [CH3:28][C:25]1([CH3:29])[CH2:26][O:27][C:31](=[O:33])[N:24]1[C:21]1[S:22][CH:23]=[C:19]([C:16]2[CH:15]=[CH:14][C:13]([N+:10]([O-:12])=[O:11])=[CH:18][CH:17]=2)[N:20]=1.